Dataset: Peptide-MHC class I binding affinity with 185,985 pairs from IEDB/IMGT. Task: Regression. Given a peptide amino acid sequence and an MHC pseudo amino acid sequence, predict their binding affinity value. This is MHC class I binding data. (1) The MHC is HLA-A02:01 with pseudo-sequence HLA-A02:01. The peptide sequence is EAAAATCAL. The binding affinity (normalized) is 0.0206. (2) The peptide sequence is KFFPSSSYR. The MHC is HLA-B40:01 with pseudo-sequence HLA-B40:01. The binding affinity (normalized) is 0.0847. (3) The peptide sequence is LTNVVNISTI. The MHC is HLA-A02:01 with pseudo-sequence HLA-A02:01. The binding affinity (normalized) is 0. (4) The binding affinity (normalized) is 0.294. The peptide sequence is FIEGGWTGM. The MHC is Mamu-A02 with pseudo-sequence Mamu-A02. (5) The peptide sequence is IHYAGWVSL. The MHC is HLA-A01:01 with pseudo-sequence HLA-A01:01. The binding affinity (normalized) is 0.0847. (6) The peptide sequence is PWTKISETK. The MHC is HLA-A24:02 with pseudo-sequence HLA-A24:02. The binding affinity (normalized) is 0.